Dataset: Reaction yield outcomes from USPTO patents with 853,638 reactions. Task: Predict the reaction yield, written as a fraction of the theoretical maximum amount of product (1.0 means a 100% yield; for example, 0.34 means a 34% yield). (1) The reactants are [CH3:1][N:2]([CH3:15])[C:3]1[C:12]2[C:7](=[CH:8][CH:9]=[C:10]([NH2:13])[CH:11]=2)[N:6]=[C:5]([CH3:14])[CH:4]=1.[Cl:16][C:17]1[N:22]=[C:21](Cl)[N:20]=[C:19]([Cl:24])[N:18]=1.C(=O)([O-])[O-].[K+].[K+]. The catalyst is O1CCCC1. The product is [Cl:16][C:17]1[N:18]=[C:19]([Cl:24])[N:20]=[C:21]([NH:13][C:10]2[CH:11]=[C:12]3[C:7](=[CH:8][CH:9]=2)[N:6]=[C:5]([CH3:14])[CH:4]=[C:3]3[N:2]([CH3:15])[CH3:1])[N:22]=1. The yield is 0.980. (2) The reactants are [F:1][C:2]1[CH:7]=[CH:6][C:5]([C@H:8]2[C:12]3([CH2:17][CH2:16][NH:15][CH2:14][CH2:13]3)[C:11](=[O:18])[NH:10][CH2:9]2)=[CH:4][CH:3]=1.O=[CH:20][CH2:21][NH:22][C:23](=[O:29])[O:24][C:25]([CH3:28])([CH3:27])[CH3:26].C1COCC1.C(O[BH-](OC(=O)C)OC(=O)C)(=O)C.[Na+]. The catalyst is C(Cl)Cl. The product is [F:1][C:2]1[CH:7]=[CH:6][C:5]([C@H:8]2[C:12]3([CH2:13][CH2:14][N:15]([CH2:20][CH2:21][NH:22][C:23](=[O:29])[O:24][C:25]([CH3:28])([CH3:27])[CH3:26])[CH2:16][CH2:17]3)[C:11](=[O:18])[NH:10][CH2:9]2)=[CH:4][CH:3]=1. The yield is 0.330. (3) The reactants are C[Si]([C:5]#[C:6][C:7]1[NH:11][C:10]([C@@H:12]2[CH2:16][CH2:15][CH2:14][N:13]2[C:17]([O:19][C:20]([CH3:23])([CH3:22])[CH3:21])=[O:18])=[N:9][CH:8]=1)(C)C.C(=O)([O-])[O-].[K+].[K+]. The catalyst is CO. The product is [C:6]([C:7]1[NH:11][C:10]([C@@H:12]2[CH2:16][CH2:15][CH2:14][N:13]2[C:17]([O:19][C:20]([CH3:23])([CH3:22])[CH3:21])=[O:18])=[N:9][CH:8]=1)#[CH:5]. The yield is 0.820. (4) The reactants are [Cl:1][C:2]1[CH:3]=[C:4]2[C:9](=[C:10]([S:12](Cl)(=[O:14])=[O:13])[CH:11]=1)[O:8][CH2:7][CH:6]([NH:16][C:17](=[O:22])[C:18]([F:21])([F:20])[F:19])[CH2:5]2.N1C=CC=CC=1.[NH2:29][C:30]1[CH:35]=[CH:34][CH:33]=[CH:32][CH:31]=1. The catalyst is ClCCl. The product is [NH:29]([S:12]([C:10]1[CH:11]=[C:2]([Cl:1])[CH:3]=[C:4]2[C:9]=1[O:8][CH2:7][C@H:6]([NH:16][C:17](=[O:22])[C:18]([F:21])([F:20])[F:19])[CH2:5]2)(=[O:14])=[O:13])[C:30]1[CH:35]=[CH:34][CH:33]=[CH:32][CH:31]=1. The yield is 0.0640. (5) The reactants are C(OC(=O)[NH:7][C@H:8]1[CH2:13][CH2:12][C@@H:11]([NH:14][C:15]2[N:20]=[C:19]([N:21]([CH3:23])[CH3:22])[C:18]([CH3:24])=[C:17]([CH3:25])[N:16]=2)[CH2:10][CH2:9]1)(C)(C)C.C(O)(C(F)(F)F)=O. The catalyst is C(Cl)Cl. The product is [CH3:23][N:21]([CH3:22])[C:19]1[C:18]([CH3:24])=[C:17]([CH3:25])[N:16]=[C:15]([NH:14][C@@H:11]2[CH2:10][CH2:9][C@H:8]([NH2:7])[CH2:13][CH2:12]2)[N:20]=1. The yield is 0.900. (6) The reactants are O[C:2]1[C:11]2[C:6](=[CH:7][C:8]3[O:14][CH2:13][O:12][C:9]=3[CH:10]=2)[N:5]=[N:4][CH:3]=1.P(Cl)(Cl)(Cl)(Cl)[Cl:16].P(Cl)(Cl)(Cl)=O. No catalyst specified. The product is [Cl:16][C:2]1[C:11]2[C:6](=[CH:7][C:8]3[O:14][CH2:13][O:12][C:9]=3[CH:10]=2)[N:5]=[N:4][CH:3]=1. The yield is 0.730. (7) The reactants are [OH:1][C:2]1[CH:10]=[CH:9][CH:8]=[C:7]2[C:3]=1[CH:4]=[CH:5][NH:6]2.C1C=CC(P(C2C=CC=CC=2)C2C=CC=CC=2)=CC=1.[Cl:30][CH2:31][CH2:32]O.CCOC(/N=N/C(OCC)=O)=O. The catalyst is C1COCC1. The product is [Cl:30][CH2:31][CH2:32][O:1][C:2]1[CH:10]=[CH:9][CH:8]=[C:7]2[C:3]=1[CH:4]=[CH:5][NH:6]2. The yield is 0.390. (8) The reactants are [Br:1][C:2]1[C:7]([CH3:8])=[CH:6][C:5]([O:9][CH3:10])=[CH:4][C:3]=1[CH2:11]Br.C([O-])([O-])=O.[K+].[K+].[OH:19][C:20]1[CH:29]=[CH:28][CH:27]=[CH:26][C:21]=1[C:22]([O:24][CH3:25])=[O:23].[NH4+].[Cl-]. The catalyst is CN(C=O)C. The product is [Br:1][C:2]1[C:7]([CH3:8])=[CH:6][C:5]([O:9][CH3:10])=[CH:4][C:3]=1[CH2:11][O:19][C:20]1[CH:29]=[CH:28][CH:27]=[CH:26][C:21]=1[C:22]([O:24][CH3:25])=[O:23]. The yield is 0.870. (9) The catalyst is O1CCOCC1. The yield is 1.00. The reactants are C[O:2][C:3](=[O:30])[C:4]1[CH:9]=[CH:8][C:7]([NH:10][CH:11]2[CH2:16][CH2:15][CH2:14][CH2:13][CH:12]2[C:17]([F:20])([F:19])[F:18])=[C:6]([NH:21][C:22](=O)[CH2:23][C:24]2[S:25][CH:26]=[CH:27][CH:28]=2)[CH:5]=1.Cl.O. The product is [S:25]1[CH:26]=[CH:27][CH:28]=[C:24]1[CH2:23][C:22]1[N:10]([CH:11]2[CH2:16][CH2:15][CH2:14][CH2:13][CH:12]2[C:17]([F:19])([F:18])[F:20])[C:7]2[CH:8]=[CH:9][C:4]([C:3]([OH:2])=[O:30])=[CH:5][C:6]=2[N:21]=1.